Regression/Classification. Given a drug SMILES string, predict its absorption, distribution, metabolism, or excretion properties. Task type varies by dataset: regression for continuous measurements (e.g., permeability, clearance, half-life) or binary classification for categorical outcomes (e.g., BBB penetration, CYP inhibition). Dataset: cyp2d6_substrate_carbonmangels. From a dataset of CYP2D6 substrate classification data from Carbon-Mangels et al.. (1) The compound is O=c1oc2ccccc2c(O)c1Cc1c(O)c2ccccc2oc1=O. The result is 0 (non-substrate). (2) The compound is OC(c1ccccc1)(c1ccccc1)C1CCNCC1. The result is 0 (non-substrate).